Dataset: Forward reaction prediction with 1.9M reactions from USPTO patents (1976-2016). Task: Predict the product of the given reaction. (1) Given the reactants C1C2C(COC([NH:18][C@H:19]([C:28]([N:30]([C@@H:42]([CH3:50])[CH:43]([O:47][CH2:48][CH3:49])[O:44][CH2:45][CH3:46])[CH2:31][C:32]3[C:41]4[C:36](=[CH:37][CH:38]=[CH:39][CH:40]=4)[CH:35]=[CH:34][CH:33]=3)=[O:29])[CH2:20][C:21]([O:23][C:24]([CH3:27])([CH3:26])[CH3:25])=[O:22])=O)C3C(=CC=CC=3)C=2C=CC=1.N1CCCCC1.CC(=O)OCC.CO, predict the reaction product. The product is: [NH2:18][C@H:19]([C:28]([N:30]([C@@H:42]([CH3:50])[CH:43]([O:47][CH2:48][CH3:49])[O:44][CH2:45][CH3:46])[CH2:31][C:32]1[C:41]2[C:36](=[CH:37][CH:38]=[CH:39][CH:40]=2)[CH:35]=[CH:34][CH:33]=1)=[O:29])[CH2:20][C:21]([O:23][C:24]([CH3:27])([CH3:25])[CH3:26])=[O:22]. (2) Given the reactants [Cl:1][C:2]1[N:3]=[N:4][C:5](Cl)=[CH:6][C:7]=1[C:8]1[CH:13]=[CH:12][CH:11]=[CH:10][CH:9]=1.[NH3:15], predict the reaction product. The product is: [Cl:1][C:2]1[N:3]=[N:4][C:5]([NH2:15])=[CH:6][C:7]=1[C:8]1[CH:13]=[CH:12][CH:11]=[CH:10][CH:9]=1. (3) Given the reactants CC1C=CC(S(O[C:12]2[CH:21]=[CH:20][C:19]3[C:18](=[O:22])[CH2:17][CH2:16][CH2:15][C:14]=3[CH:13]=2)(=O)=O)=CC=1.[CH:23]1[CH:28]=[C:27]([F:29])[C:26]([S:30][S:30][C:26]2[C:27]([F:29])=[CH:28][CH:23]=[CH:24][CH:25]=2)=[CH:25][CH:24]=1, predict the reaction product. The product is: [F:29][C:27]1[CH:28]=[CH:23][CH:24]=[CH:25][C:26]=1[S:30][C:12]1[CH:13]=[C:14]2[C:19](=[CH:20][CH:21]=1)[C:18](=[O:22])[CH2:17][CH2:16][CH2:15]2. (4) Given the reactants [ClH:1].[CH3:2][C:3]1[C:4]2[CH2:5][N:6](CC3C=CC=CC=3)[C@@H:7]3[C@@H:12]([C:13]=2[CH:14]=[CH:15][CH:16]=1)[C:11]1[CH:17]=[C:18]([O:23][CH3:24])[C:19]([O:21][CH3:22])=[CH:20][C:10]=1[CH2:9][CH2:8]3, predict the reaction product. The product is: [ClH:1].[CH3:2][C:3]1[C:4]2[CH2:5][NH:6][C@@H:7]3[C@@H:12]([C:13]=2[CH:14]=[CH:15][CH:16]=1)[C:11]1[CH:17]=[C:18]([O:23][CH3:24])[C:19]([O:21][CH3:22])=[CH:20][C:10]=1[CH2:9][CH2:8]3. (5) Given the reactants Br[C:2]1[CH:3]=[C:4]2[C:9]3=[C:10]([C@H:12]4[CH2:17][N:16]([C:18]([O:20][C:21]([CH3:24])([CH3:23])[CH3:22])=[O:19])[CH2:15][CH2:14][C@H:13]4[N:8]3[CH2:7][CH2:6][CH2:5]2)[CH:11]=1.C(=O)([O-])[O-].[Na+].[Na+].[Cl:31][C:32]1[C:37]([Cl:38])=[CH:36][CH:35]=[CH:34][C:33]=1B(O)O.P(C1C=CC=CC=1)(C1C=CC=CC=1)C1C=CC=CC=1, predict the reaction product. The product is: [Cl:31][C:32]1[C:37]([Cl:38])=[CH:36][CH:35]=[CH:34][C:33]=1[C:2]1[CH:3]=[C:4]2[C:9]3=[C:10]([C@H:12]4[CH2:17][N:16]([C:18]([O:20][C:21]([CH3:23])([CH3:24])[CH3:22])=[O:19])[CH2:15][CH2:14][C@H:13]4[N:8]3[CH2:7][CH2:6][CH2:5]2)[CH:11]=1.